Dataset: Full USPTO retrosynthesis dataset with 1.9M reactions from patents (1976-2016). Task: Predict the reactants needed to synthesize the given product. (1) The reactants are: [F:1][C:2]1[CH:3]=[C:4]([CH:7]=[CH:8][C:9]=1[C:10]([F:13])([F:12])[F:11])[CH:5]=[O:6].C1(C)C=CC(S([CH2:23][N+:24]#[C-:25])(=O)=O)=CC=1.C(=O)([O-])[O-].[K+].[K+]. Given the product [F:1][C:2]1[CH:3]=[C:4]([C:5]2[O:6][CH:25]=[N:24][CH:23]=2)[CH:7]=[CH:8][C:9]=1[C:10]([F:11])([F:12])[F:13], predict the reactants needed to synthesize it. (2) Given the product [N:10]1([C:8]2[S:9][C:5]3[CH:4]=[C:3]([CH2:2][OH:1])[CH:24]=[CH:23][C:6]=3[N:7]=2)[CH2:15][CH2:14][NH:13][CH2:12][CH2:11]1, predict the reactants needed to synthesize it. The reactants are: [OH:1][CH2:2][C:3]1[CH:24]=[CH:23][C:6]2[N:7]=[C:8]([N:10]3[CH2:15][CH2:14][N:13](C(OC(C)(C)C)=O)[CH2:12][CH2:11]3)[S:9][C:5]=2[CH:4]=1. (3) Given the product [C:15]([NH:19][C:2]1[N:3]=[CH:4][C:5]([C:11]([F:14])([F:13])[F:12])=[CH:6][C:7]=1[C:8]([OH:10])=[O:9])([CH3:18])([CH3:17])[CH3:16], predict the reactants needed to synthesize it. The reactants are: Cl[C:2]1[C:7]([C:8]([OH:10])=[O:9])=[CH:6][C:5]([C:11]([F:14])([F:13])[F:12])=[CH:4][N:3]=1.[C:15]([NH2:19])([CH3:18])([CH3:17])[CH3:16]. (4) Given the product [CH3:1][N:2]1[CH2:7][CH2:6][C:5](=[N:10][OH:11])[CH2:4][CH2:3]1, predict the reactants needed to synthesize it. The reactants are: [CH3:1][N:2]1[CH2:7][CH2:6][C:5](=O)[CH2:4][CH2:3]1.Cl.[NH2:10][OH:11]. (5) Given the product [N+:15]([C:12]1[CH:13]=[CH:14][C:9]([O:8][C:6]2[N:5]=[CH:4][N:3]=[C:2]([NH:1][C:27]([N:45]3[CH2:46][CH2:47][CH:42]([N:36]4[CH2:41][CH2:40][CH2:39][CH2:38][CH2:37]4)[CH2:43][CH2:44]3)=[O:28])[CH:7]=2)=[C:10]([F:18])[CH:11]=1)([O-:17])=[O:16], predict the reactants needed to synthesize it. The reactants are: [NH2:1][C:2]1[CH:7]=[C:6]([O:8][C:9]2[CH:14]=[CH:13][C:12]([N+:15]([O-:17])=[O:16])=[CH:11][C:10]=2[F:18])[N:5]=[CH:4][N:3]=1.C(N(CC)CC)C.Cl[C:27](OC1C=CC=CC=1)=[O:28].[N:36]1([CH:42]2[CH2:47][CH2:46][NH:45][CH2:44][CH2:43]2)[CH2:41][CH2:40][CH2:39][CH2:38][CH2:37]1. (6) Given the product [Br:14][C:7]1[CH:8]=[C:9]([CH:12]=[CH:13][C:6]=1[OH:5])[CH:10]=[O:11], predict the reactants needed to synthesize it. The reactants are: C(Cl)(Cl)Cl.[OH:5][C:6]1[CH:13]=[CH:12][C:9]([CH:10]=[O:11])=[CH:8][CH:7]=1.[Br:14]Br. (7) Given the product [CH2:13]([O:12][C:10]([C:5]1[CH:6]=[N:7][N:8]([CH3:9])[C:4]=1[NH:3][C:20]1[CH:19]=[CH:18][C:17]([CH3:26])=[CH:16][C:21]=1[N+:22]([O-:24])=[O:23])=[O:11])[CH3:14], predict the reactants needed to synthesize it. The reactants are: [H-].[Na+].[NH2:3][C:4]1[N:8]([CH3:9])[N:7]=[CH:6][C:5]=1[C:10]([O:12][CH2:13][CH3:14])=[O:11].F[C:16]1[CH:17]=[C:18](C)[CH:19]=[CH:20][C:21]=1[N+:22]([O-:24])=[O:23].[CH2:26]1COCC1.